This data is from Reaction yield outcomes from USPTO patents with 853,638 reactions. The task is: Predict the reaction yield, written as a fraction of the theoretical maximum amount of product (1.0 means a 100% yield; for example, 0.34 means a 34% yield). (1) The reactants are Cl[S:2]([C:5]1[CH:13]=[CH:12][CH:11]=[CH:10][C:6]=1[C:7](Cl)=[O:8])(=[O:4])=[O:3].[NH2:14][C:15]1[CH:20]=[CH:19][CH:18]=[CH:17][CH:16]=1. The catalyst is C1(C)C=CC=CC=1. The product is [C:15]1([NH:14][C:7](=[O:8])[C:6]2[CH:10]=[CH:11][CH:12]=[CH:13][C:5]=2[S:2](=[O:4])(=[O:3])[NH:14][C:15]2[CH:20]=[CH:19][CH:18]=[CH:17][CH:16]=2)[CH:20]=[CH:19][CH:18]=[CH:17][CH:16]=1. The yield is 0.130. (2) The reactants are [CH3:1][C:2]1[CH:7]=[CH:6][C:5]([S:8]([O:11][CH2:12][C@H:13]([O:16][C:17]2[C:22]([CH:23]=CC)=[CH:21][CH:20]=[C:19]([F:26])[C:18]=2[C:27]2[CH:32]=[CH:31][C:30]([Cl:33])=[CH:29][C:28]=2[CH3:34])[CH:14]=C)(=[O:10])=[O:9])=[CH:4][CH:3]=1. The catalyst is C(Cl)Cl.C1CCC(P(C2CCCCC2)C2CCCCC2)CC1.C1CCC(P(C2CCCCC2)C2CCCCC2)CC1.C1C=CC(C=[Ru](Cl)Cl)=CC=1. The product is [CH3:1][C:2]1[CH:7]=[CH:6][C:5]([S:8]([O:11][CH2:12][C@H:13]2[CH:14]=[CH:23][C:22]3[C:17](=[C:18]([C:27]4[CH:32]=[CH:31][C:30]([Cl:33])=[CH:29][C:28]=4[CH3:34])[C:19]([F:26])=[CH:20][CH:21]=3)[O:16]2)(=[O:9])=[O:10])=[CH:4][CH:3]=1. The yield is 0.410. (3) The product is [CH3:16][C:13]([N:9]1[CH2:10][C@@H:6]([N:1]2[CH2:2][CH2:3][CH2:4][CH2:5]2)[C@H:7]([OH:11])[CH2:8]1)([C:14]#[CH:15])[CH3:17]. The yield is 0.450. The catalyst is [Cu]I.C1COCC1. The reactants are [N:1]1([C@@H:6]2[CH2:10][NH:9][CH2:8][C@H:7]2[OH:11])[CH2:5][CH2:4][CH2:3][CH2:2]1.Cl[C:13]([CH3:17])([CH3:16])[C:14]#[CH:15].CCN(CC)CC. (4) The reactants are [Cl:1][C:2]1[CH:7]=[CH:6][C:5]([S:8]([N:11]([C:15]2[C:16]([C:22](=[O:31])[C:23]3[C:28]([F:29])=[CH:27][CH:26]=[CH:25][C:24]=3[Cl:30])=[N:17][CH:18]=[C:19]([Cl:21])[CH:20]=2)COC)(=[O:10])=[O:9])=[CH:4][C:3]=1[C:32]([F:35])([F:34])[F:33].O. The catalyst is Cl.O1CCOCC1. The product is [Cl:1][C:2]1[CH:7]=[CH:6][C:5]([S:8]([NH:11][C:15]2[C:16]([C:22](=[O:31])[C:23]3[C:28]([F:29])=[CH:27][CH:26]=[CH:25][C:24]=3[Cl:30])=[N:17][CH:18]=[C:19]([Cl:21])[CH:20]=2)(=[O:9])=[O:10])=[CH:4][C:3]=1[C:32]([F:33])([F:34])[F:35]. The yield is 0.670. (5) The reactants are [Br:1][C:2]1[CH:3]=[C:4]([C:14]2[CH:19]=[CH:18][C:17]([S:20]([CH3:23])(=[O:22])=[O:21])=[CH:16][CH:15]=2)[N:5]2[C:10]=1[CH:9]=[N:8][C:7](S(C)=O)=[N:6]2.[CH3:24][N:25]1[CH2:30][CH2:29][N:28]([C:31]2[CH:36]=[CH:35][C:34]([NH2:37])=[CH:33][CH:32]=2)[CH2:27][CH2:26]1.CN1CCCC1=O. No catalyst specified. The product is [Br:1][C:2]1[CH:3]=[C:4]([C:14]2[CH:19]=[CH:18][C:17]([S:20]([CH3:23])(=[O:22])=[O:21])=[CH:16][CH:15]=2)[N:5]2[C:10]=1[CH:9]=[N:8][C:7]([NH:37][C:34]1[CH:33]=[CH:32][C:31]([N:28]3[CH2:27][CH2:26][N:25]([CH3:24])[CH2:30][CH2:29]3)=[CH:36][CH:35]=1)=[N:6]2. The yield is 0.440.